Dataset: Full USPTO retrosynthesis dataset with 1.9M reactions from patents (1976-2016). Task: Predict the reactants needed to synthesize the given product. (1) Given the product [N:27]1[C:19]([NH:18][C@H:16]([C:8]2[N:7]([C@@H:3]3[CH2:4][CH2:5][CH2:6][N:1]([C:30](=[O:31])[C:29]([OH:28])([CH3:34])[CH3:33])[CH2:2]3)[C:11]3[CH:12]=[CH:13][CH:14]=[CH:15][C:10]=3[N:9]=2)[CH3:17])=[C:20]2[C:24]([NH:23][CH:22]=[N:21]2)=[N:25][CH:26]=1, predict the reactants needed to synthesize it. The reactants are: [NH:1]1[CH2:6][CH2:5][CH2:4][C@@H:3]([N:7]2[C:11]3[CH:12]=[CH:13][CH:14]=[CH:15][C:10]=3[N:9]=[C:8]2[C@@H:16]([NH:18][C:19]2[N:27]=[CH:26][N:25]=[C:24]3[C:20]=2[N:21]=[CH:22][NH:23]3)[CH3:17])[CH2:2]1.[OH:28][C:29]([CH3:34])([CH3:33])[C:30](O)=[O:31].C1C=NC2N(O)N=NC=2C=1.Cl.CN(C)CCCN=C=NCC.CN1CCOCC1. (2) Given the product [CH3:18][S:17][C:6]1[C:5]2[C:9](=[CH:10][C:2]([N:19]3[CH2:22][CH:21]([N:23]4[CH2:28][CH2:27][N:26]([C:29]([O:31][C:32]([CH3:35])([CH3:34])[CH3:33])=[O:30])[CH2:25][CH2:24]4)[CH2:20]3)=[CH:3][CH:4]=2)[N:8]([C:11]2[CH:16]=[CH:15][CH:14]=[CH:13][CH:12]=2)[N:7]=1, predict the reactants needed to synthesize it. The reactants are: Br[C:2]1[CH:10]=[C:9]2[C:5]([C:6]([S:17][CH3:18])=[N:7][N:8]2[C:11]2[CH:16]=[CH:15][CH:14]=[CH:13][CH:12]=2)=[CH:4][CH:3]=1.[NH:19]1[CH2:22][CH:21]([N:23]2[CH2:28][CH2:27][N:26]([C:29]([O:31][C:32]([CH3:35])([CH3:34])[CH3:33])=[O:30])[CH2:25][CH2:24]2)[CH2:20]1.C([O-])([O-])=O.[Cs+].[Cs+].C1C=CC(P(C2C(C3C(P(C4C=CC=CC=4)C4C=CC=CC=4)=CC=C4C=3C=CC=C4)=C3C(C=CC=C3)=CC=2)C2C=CC=CC=2)=CC=1. (3) Given the product [Cl-:1].[C:2]([NH+:6]1[CH2:10][C@@H:9]([C:11]2[CH:16]=[CH:15][C:14]([F:17])=[CH:13][C:12]=2[F:18])[C@@H:8]([C:19]([N:21]2[CH:26]3[CH2:27][CH2:28][CH:22]2[CH2:23][C:24]([CH:33]2[CH2:34][CH2:35][CH2:36][CH2:37][CH2:38]2)([CH2:29][S:30]([CH3:32])(=[O:39])=[O:31])[CH2:25]3)=[O:20])[CH2:7]1)([CH3:5])([CH3:3])[CH3:4], predict the reactants needed to synthesize it. The reactants are: [Cl-:1].[C:2]([NH+:6]1[CH2:10][C@@H:9]([C:11]2[CH:16]=[CH:15][C:14]([F:17])=[CH:13][C:12]=2[F:18])[C@@H:8]([C:19]([N:21]2[CH:26]3[CH2:27][CH2:28][CH:22]2[CH2:23][C:24]([CH:33]2[CH2:38][CH2:37][CH2:36][CH2:35][CH2:34]2)([CH2:29][S:30]([CH3:32])=[O:31])[CH2:25]3)=[O:20])[CH2:7]1)([CH3:5])([CH3:4])[CH3:3].[OH:39]OS([O-])=O.[K+].Cl. (4) Given the product [OH:25][C:19]1([C:15]2[N:14]=[C:13]([CH2:12][N:8]3[C:4]4[N:5]=[CH:6][N:7]=[C:2]([C:26]5[CH:31]=[CH:30][CH:29]=[CH:28][CH:27]=5)[C:3]=4[NH:10][N:9]3[NH2:11])[CH:18]=[CH:17][CH:16]=2)[CH2:24][CH2:23][O:22][CH2:21][CH2:20]1, predict the reactants needed to synthesize it. The reactants are: Cl[C:2]1[C:3]2[NH:10][N:9]([NH2:11])[N:8]([CH2:12][C:13]3[CH:18]=[CH:17][CH:16]=[C:15]([C:19]4([OH:25])[CH2:24][CH2:23][O:22][CH2:21][CH2:20]4)[N:14]=3)[C:4]=2[N:5]=[CH:6][N:7]=1.[C:26]1(B(O)O)[CH:31]=[CH:30][CH:29]=[CH:28][CH:27]=1.P([O-])([O-])([O-])=O.[K+].[K+].[K+]. (5) Given the product [NH:1]1[CH:5]=[C:4]([CH2:6][CH2:7][CH2:8][C:9]([NH:35][CH:36]2[CH2:37][CH2:38][N:39]([C:42]([O:44][CH2:45][C:46]3[CH:51]=[C:50]([Cl:52])[CH:49]=[C:48]([Cl:53])[CH:47]=3)=[O:43])[CH2:40][CH2:41]2)=[O:11])[N:3]=[N:2]1, predict the reactants needed to synthesize it. The reactants are: [NH:1]1[CH:5]=[C:4]([CH2:6][CH2:7][CH2:8][C:9]([OH:11])=O)[N:3]=[N:2]1.C(N(CC)CC)C.C1(P(Cl)(C2C=CC=CC=2)=O)C=CC=CC=1.Cl.[NH2:35][CH:36]1[CH2:41][CH2:40][N:39]([C:42]([O:44][CH2:45][C:46]2[CH:51]=[C:50]([Cl:52])[CH:49]=[C:48]([Cl:53])[CH:47]=2)=[O:43])[CH2:38][CH2:37]1. (6) Given the product [C:1]([N:4]([C@H:16]1[C:25]2[C:20](=[CH:21][CH:22]=[CH:23][CH:24]=2)[N:19]([C:26](=[O:35])[C:27]2[CH:28]=[CH:29][C:30]([O:33][CH3:34])=[CH:31][CH:32]=2)[C@@H:18]([CH3:36])[CH2:17]1)[C:5]1[CH:10]=[CH:9][C:8]([CH2:11][CH2:12][C:13]([NH2:40])=[O:14])=[CH:7][CH:6]=1)(=[O:3])[CH3:2], predict the reactants needed to synthesize it. The reactants are: [C:1]([N:4]([C@H:16]1[C:25]2[C:20](=[CH:21][CH:22]=[CH:23][CH:24]=2)[N:19]([C:26](=[O:35])[C:27]2[CH:32]=[CH:31][C:30]([O:33][CH3:34])=[CH:29][CH:28]=2)[C@@H:18]([CH3:36])[CH2:17]1)[C:5]1[CH:10]=[CH:9][C:8]([CH2:11][CH2:12][C:13](O)=[O:14])=[CH:7][CH:6]=1)(=[O:3])[CH3:2].C([N:40](C1C2C(=CC=CC=2)N(C(=O)C2C=CC(OC)=CC=2)C(C)C1)C1C=CC(CCC(O)=O)=CC=1)(=O)C.CN(C(ON1N=NC2C=CC=NC1=2)=[N+](C)C)C.F[P-](F)(F)(F)(F)F.C1C=CC2N(O)N=NC=2C=1.[NH4+].[Cl-].CCN(C(C)C)C(C)C. (7) Given the product [CH:20]1([CH2:23][CH2:24][NH:25][C:26]([C:28]2[N:29]=[N:30][C:31]([N:15]3[CH2:16][CH2:17][CH:12]([C:10](=[O:11])[NH:9][C:4]4[CH:5]=[CH:6][CH:7]=[CH:8][C:3]=4[C:2]([F:1])([F:18])[F:19])[CH2:13][CH2:14]3)=[CH:32][CH:33]=2)=[O:27])[CH2:22][CH2:21]1, predict the reactants needed to synthesize it. The reactants are: [F:1][C:2]([F:19])([F:18])[C:3]1[CH:8]=[CH:7][CH:6]=[CH:5][C:4]=1[NH:9][C:10]([CH:12]1[CH2:17][CH2:16][NH:15][CH2:14][CH2:13]1)=[O:11].[CH:20]1([CH2:23][CH2:24][NH:25][C:26]([C:28]2[N:29]=[N:30][C:31](Cl)=[CH:32][CH:33]=2)=[O:27])[CH2:22][CH2:21]1. (8) Given the product [CH:33]1([C:36]2[C:37]([O:47][C@@H:48]3[CH2:53][CH2:52][CH2:51][N:50]([C:54]4[CH:59]=[CH:58][C:57]([C:60]([F:63])([F:61])[F:62])=[CH:56][N:55]=4)[CH2:49]3)=[CH:38][C:39]([F:46])=[C:40]([CH:45]=2)[C:41]([OH:43])=[O:42])[CH2:35][CH2:34]1, predict the reactants needed to synthesize it. The reactants are: ClC1C(N2CC(COC3C(C4CC4)=CC(C(OC)=O)=C(F)C=3)(C)C2)=NC=C(C(F)(F)F)C=1.[CH:33]1([C:36]2[C:37]([O:47][C@@H:48]3[CH2:53][CH2:52][CH2:51][N:50]([C:54]4[CH:59]=[CH:58][C:57]([C:60]([F:63])([F:62])[F:61])=[CH:56][N:55]=4)[CH2:49]3)=[CH:38][C:39]([F:46])=[C:40]([CH:45]=2)[C:41]([O:43]C)=[O:42])[CH2:35][CH2:34]1. (9) Given the product [C:19]1([C:25]2[O:26][CH:27]=[CH:28][C:29]=2[C:2]2[C:7](=[O:8])[CH:6]=[CH:5][N:4]([C:9]3[CH:14]=[CH:13][CH:12]=[C:11]([C:15]([F:18])([F:17])[F:16])[CH:10]=3)[N:3]=2)[CH:20]=[CH:21][CH:22]=[CH:23][CH:24]=1, predict the reactants needed to synthesize it. The reactants are: Br[C:2]1[C:7](=[O:8])[CH:6]=[CH:5][N:4]([C:9]2[CH:14]=[CH:13][CH:12]=[C:11]([C:15]([F:18])([F:17])[F:16])[CH:10]=2)[N:3]=1.[C:19]1([C:25]2[O:26][CH:27]=[CH:28][C:29]=2B(O)O)[CH:24]=[CH:23][CH:22]=[CH:21][CH:20]=1.C([O-])([O-])=O.[Na+].[Na+].